From a dataset of Forward reaction prediction with 1.9M reactions from USPTO patents (1976-2016). Predict the product of the given reaction. (1) Given the reactants [CH3:1][O:2][C:3]1[CH:4]=[C:5]2[C:10](=[CH:11][C:12]=1[O:13][CH3:14])[N:9]=[CH:8][CH:7]=[C:6]2[O:15][C:16]1[C:22]([CH3:23])=[CH:21][C:19]([NH2:20])=[C:18]([CH3:24])[CH:17]=1.C(N(CC)CC)C.ClC(Cl)(O[C:36](=[O:42])OC(Cl)(Cl)Cl)Cl.[CH3:44][C:45]1[N:46]=[C:47]([CH:51]([NH2:53])[CH3:52])[S:48][C:49]=1[CH3:50], predict the reaction product. The product is: [CH3:1][O:2][C:3]1[CH:4]=[C:5]2[C:10](=[CH:11][C:12]=1[O:13][CH3:14])[N:9]=[CH:8][CH:7]=[C:6]2[O:15][C:16]1[C:22]([CH3:23])=[CH:21][C:19]([NH:20][C:36]([NH:53][CH:51]([C:47]2[S:48][C:49]([CH3:50])=[C:45]([CH3:44])[N:46]=2)[CH3:52])=[O:42])=[C:18]([CH3:24])[CH:17]=1. (2) Given the reactants [CH3:1][C:2]1[CH:10]=[CH:9][CH:8]=[C:7]2[C:3]=1[CH2:4][C:5](=[O:11])[NH:6]2.[CH:12]([C:14]1[NH:18][C:17]2[CH2:19][CH2:20][CH2:21][CH2:22][CH2:23][C:16]=2[C:15]=1[CH2:24][CH2:25][C:26]([OH:28])=[O:27])=O.N1CCCCC1, predict the reaction product. The product is: [CH3:1][C:2]1[CH:10]=[CH:9][CH:8]=[C:7]2[C:3]=1/[C:4](=[CH:12]/[C:14]1[NH:18][C:17]3[CH2:19][CH2:20][CH2:21][CH2:22][CH2:23][C:16]=3[C:15]=1[CH2:24][CH2:25][C:26]([OH:28])=[O:27])/[C:5](=[O:11])[NH:6]2. (3) Given the reactants [NH:1]1[CH2:5][CH2:4][CH2:3][CH:2]1[C:6]([OH:8])=[O:7].O.[Na].[CH2:11]([O:18][C:19](Cl)=[O:20])[C:12]1[CH:17]=[CH:16][CH:15]=[CH:14][CH:13]=1.Cl, predict the reaction product. The product is: [CH2:11]([O:18][C:19]([N:1]1[CH2:5][CH2:4][CH2:3][CH:2]1[C:6]([OH:8])=[O:7])=[O:20])[C:12]1[CH:17]=[CH:16][CH:15]=[CH:14][CH:13]=1. (4) Given the reactants [Cl:1][C:2]1[N:3]=[C:4]2[CH:10]=[C:9]([C:11]([O:13]C)=[O:12])[S:8][C:5]2=[N:6][CH:7]=1.[OH-].[Na+], predict the reaction product. The product is: [Cl:1][C:2]1[N:3]=[C:4]2[CH:10]=[C:9]([C:11]([OH:13])=[O:12])[S:8][C:5]2=[N:6][CH:7]=1. (5) Given the reactants [C:1]([Si:5]([CH3:38])([CH3:37])[O:6][C:7]([C:10]1[CH:15]=[CH:14][CH:13]=[CH:12][C:11]=1[C:16]1[CH:36]=[CH:35][C:19]2[NH:20][C:21]([CH2:23][O:24][C:25]3[CH:30]=[CH:29][C:28]([C:31]([F:34])([F:33])[F:32])=[CH:27][CH:26]=3)=[N:22][C:18]=2[CH:17]=1)=[CH:8][CH3:9])([CH3:4])([CH3:3])[CH3:2].ClC1C=C(C=CC=1)C(OO)=[O:44], predict the reaction product. The product is: [C:1]([Si:5]([CH3:38])([CH3:37])[O:6][C:7]1([C:10]2[CH:15]=[CH:14][CH:13]=[CH:12][C:11]=2[C:16]2[CH:36]=[CH:35][C:19]3[NH:20][C:21]([CH2:23][O:24][C:25]4[CH:26]=[CH:27][C:28]([C:31]([F:32])([F:34])[F:33])=[CH:29][CH:30]=4)=[N:22][C:18]=3[CH:17]=2)[CH:8]([CH3:9])[O:44]1)([CH3:3])([CH3:4])[CH3:2]. (6) Given the reactants C(N(CC)CC)C.FC(F)(F)S(OS(C(F)(F)F)(=O)=O)(=O)=O.[F:23][C:24]([F:28])([F:27])[CH2:25]O.[N:29]1([C:35]2[CH:40]=[C:39]([CH2:41][N:42]3[CH:47]=[C:46]([C:48]4[O:52][N:51]=[C:50]([C:53]5[CH:58]=[CH:57][C:56]([O:59][C:60]([F:63])([F:62])[F:61])=[CH:55][CH:54]=5)[N:49]=4)[CH:45]=[CH:44][C:43]3=[O:64])[CH:38]=[CH:37][N:36]=2)[CH2:34][CH2:33][NH:32][CH2:31][CH2:30]1, predict the reaction product. The product is: [F:23][C:24]([F:28])([F:27])[CH2:25][N:32]1[CH2:31][CH2:30][N:29]([C:35]2[CH:40]=[C:39]([CH2:41][N:42]3[CH:47]=[C:46]([C:48]4[O:52][N:51]=[C:50]([C:53]5[CH:58]=[CH:57][C:56]([O:59][C:60]([F:61])([F:62])[F:63])=[CH:55][CH:54]=5)[N:49]=4)[CH:45]=[CH:44][C:43]3=[O:64])[CH:38]=[CH:37][N:36]=2)[CH2:34][CH2:33]1. (7) Given the reactants [OH:1][C:2]1[CH:7]=[CH:6][C:5]([CH:8]2[C:17](=[O:18])[C:16]3[C:11](=[C:12]([CH3:23])[C:13]([O:19]C(=O)C)=[CH:14][CH:15]=3)[O:10][CH2:9]2)=[CH:4][CH:3]=1.N1C=CN=C1, predict the reaction product. The product is: [OH:19][C:13]1[C:12]([CH3:23])=[C:11]2[C:16]([C:17](=[O:18])[CH:8]([C:5]3[CH:6]=[CH:7][C:2]([OH:1])=[CH:3][CH:4]=3)[CH2:9][O:10]2)=[CH:15][CH:14]=1. (8) Given the reactants [Cl:1][C:2]1[CH:3]=[C:4]([CH:7]=[C:8]([O:10][C:11]2[C:16]([Cl:17])=[CH:15][CH:14]=[C:13]([CH2:18][NH:19]C)[C:12]=2[F:21])[CH:9]=1)[C:5]#[N:6].[Cl:22][C:23]1[N:24]=[C:25]([CH2:31][CH2:32][CH3:33])[NH:26][C:27]=1[C:28]([OH:30])=O.CN(C(ON1N=NC2C=CC=NC1=2)=[N+](C)C)C.F[P-](F)(F)(F)(F)F.CCN(C(C)C)C(C)C, predict the reaction product. The product is: [Cl:22][C:23]1[N:24]=[C:25]([CH2:31][CH2:32][CH3:33])[NH:26][C:27]=1[C:28]([NH:19][CH2:18][C:13]1[CH:14]=[CH:15][C:16]([Cl:17])=[C:11]([O:10][C:8]2[CH:7]=[C:4]([C:5]#[N:6])[CH:3]=[C:2]([Cl:1])[CH:9]=2)[C:12]=1[F:21])=[O:30]. (9) Given the reactants [OH:1][N:2]1[C:6](=[O:7])[CH:5]([CH:8]([CH3:10])[CH3:9])[NH:4][C:3]1=[O:11].C(OC(NC(C(C)C)C(O)=O)=O)(C)(C)C.[Cl:27][C:28]1[CH:33]=[CH:32][C:31]([CH:34]([C:44]2[CH:49]=[CH:48][C:47]([Cl:50])=[CH:46][CH:45]=2)[N:35]2[CH2:40][CH2:39][N:38]([C:41](Cl)=[O:42])[CH2:37][CH2:36]2)=[CH:30][CH:29]=1, predict the reaction product. The product is: [Cl:27][C:28]1[CH:29]=[CH:30][C:31]([CH:34]([C:44]2[CH:45]=[CH:46][C:47]([Cl:50])=[CH:48][CH:49]=2)[N:35]2[CH2:36][CH2:37][N:38]([C:41]([O:1][N:2]3[C:6](=[O:7])[CH:5]([CH:8]([CH3:9])[CH3:10])[NH:4][C:3]3=[O:11])=[O:42])[CH2:39][CH2:40]2)=[CH:32][CH:33]=1. (10) Given the reactants C([NH:8][C:9]1[C:35]([CH3:36])=[CH:34][C:12]2[N:13]=[C:14]3[C:19]([N:20]([CH2:21][CH2:22][N:23]4[CH2:28][CH2:27][CH:26]([C:29]([OH:31])=[O:30])[CH2:25][CH2:24]4)[C:11]=2[CH:10]=1)=[N:18][C:17](=[O:32])[NH:16][C:15]3=[O:33])C1C=CC=CC=1.C(O)(=O)C, predict the reaction product. The product is: [C:29]([OH:31])(=[O:30])[CH3:26].[NH2:8][C:9]1[C:35]([CH3:36])=[CH:34][C:12]2[N:13]=[C:14]3[C:19]([N:20]([CH2:21][CH2:22][N:23]4[CH2:28][CH2:27][CH:26]([C:29]([OH:31])=[O:30])[CH2:25][CH2:24]4)[C:11]=2[CH:10]=1)=[N:18][C:17](=[O:32])[NH:16][C:15]3=[O:33].